This data is from Full USPTO retrosynthesis dataset with 1.9M reactions from patents (1976-2016). The task is: Predict the reactants needed to synthesize the given product. (1) Given the product [F:1][C:2]1[CH:7]=[C:6]([F:8])[CH:5]=[C:4]2[C:3]=1[S:41][CH:24]([C:25]1[CH:26]=[CH:27][C:28]([O:31][CH2:32][CH2:33][N:34]3[CH2:39][CH2:38][CH2:37][CH2:36][CH2:35]3)=[CH:29][CH:30]=1)[C:10]1[C:9]2=[CH:18][CH:17]=[C:16]2[C:11]=1[CH:12]=[CH:13][C:14]([O:19][S:20]([CH3:23])(=[O:21])=[O:22])=[CH:15]2, predict the reactants needed to synthesize it. The reactants are: [F:1][C:2]1[C:3]([S:41]C)=[C:4]([C:9]2[C:10]([CH:24](O)[C:25]3[CH:30]=[CH:29][C:28]([O:31][CH2:32][CH2:33][N:34]4[CH2:39][CH2:38][CH2:37][CH2:36][CH2:35]4)=[CH:27][CH:26]=3)=[C:11]3[C:16](=[CH:17][CH:18]=2)[CH:15]=[C:14]([O:19][S:20]([CH3:23])(=[O:22])=[O:21])[CH:13]=[CH:12]3)[CH:5]=[C:6]([F:8])[CH:7]=1.C(N(CC)CC)C.CS(Cl)(=O)=O.O. (2) The reactants are: Cl[C:2]1[N:7]=[CH:6][C:5]([C@@H:8]([NH:10][C:11]([C@H:13]2[CH2:15][C@@H:14]2[C:16]2[CH:21]=[CH:20][CH:19]=[CH:18][CH:17]=2)=[O:12])[CH3:9])=[CH:4][CH:3]=1.Cl.[CH3:23]N(C)O.[C:27](=[O:30])([O-])[O-].[Cs+].[Cs+].CN([CH:36]=[O:37])C. Given the product [O:37]1[CH2:36][CH:27]([O:30][C:3]2[CH:4]=[C:5]([C@@H:8]([NH:10][C:11]([C@H:13]3[CH2:15][C@@H:14]3[C:16]3[CH:21]=[CH:20][CH:19]=[CH:18][CH:17]=3)=[O:12])[CH3:9])[CH:6]=[N:7][CH:2]=2)[CH2:23]1, predict the reactants needed to synthesize it. (3) The reactants are: [N:1]1([C:6]2[CH2:11][CH2:10][CH2:9][CH:8]([N:12]([CH3:25])[C:13]3[CH:20]=[CH:19][C:16]([C:17]#[N:18])=[C:15]([C:21]([F:24])([F:23])[F:22])[CH:14]=3)[CH:7]=2)[CH:5]=[CH:4][N:3]=[CH:2]1.[OH2:26]. Given the product [OH:26][CH:11]1[CH2:10][CH2:9][CH:8]([N:12]([CH3:25])[C:13]2[CH:20]=[CH:19][C:16]([C:17]#[N:18])=[C:15]([C:21]([F:22])([F:23])[F:24])[CH:14]=2)[CH:7]=[C:6]1[N:1]1[CH:5]=[CH:4][N:3]=[CH:2]1, predict the reactants needed to synthesize it. (4) Given the product [NH2:32][C:22]([CH:19]1[CH2:18][CH2:17][CH:16]([O:15][C:4]2[CH:5]=[C:6]3[C:11](=[CH:12][C:3]=2[Cl:2])[C:10](=[O:13])[NH:9][CH:8]=[CH:7]3)[CH2:21][CH2:20]1)([C:24]1[CH:25]=[CH:26][C:27]([O:30][CH3:31])=[CH:28][CH:29]=1)[CH3:23], predict the reactants needed to synthesize it. The reactants are: Cl.[Cl:2][C:3]1[CH:12]=[C:11]2[C:6]([CH:7]=[CH:8][N:9]=[C:10]2[O:13]C)=[CH:5][C:4]=1[O:15][CH:16]1[CH2:21][CH2:20][CH:19]([C:22]([NH2:32])([C:24]2[CH:29]=[CH:28][C:27]([O:30][CH3:31])=[CH:26][CH:25]=2)[CH3:23])[CH2:18][CH2:17]1.C(#N)C.O. (5) The reactants are: [NH2:1][C:2]1[S:3][C:4]([C:22]2[CH:27]=[CH:26][N:25]=[C:24](Cl)[N:23]=2)=[C:5]([C:7]2[CH:8]=[C:9]([NH:13][C:14]([C:16]3[N:17]([CH3:21])[CH:18]=[CH:19][CH:20]=3)=[O:15])[CH:10]=[CH:11][CH:12]=2)[N:6]=1.Cl.[CH3:30][N:31]([CH3:44])[CH2:32][CH2:33][CH2:34][NH:35][C:36]1[CH:41]=[CH:40][C:39]([NH2:42])=[CH:38][C:37]=1[F:43]. Given the product [NH2:1][C:2]1[S:3][C:4]([C:22]2[CH:27]=[CH:26][N:25]=[C:24]([NH:42][C:39]3[CH:40]=[CH:41][C:36]([NH:35][CH2:34][CH2:33][CH2:32][N:31]([CH3:44])[CH3:30])=[C:37]([F:43])[CH:38]=3)[N:23]=2)=[C:5]([C:7]2[CH:8]=[C:9]([NH:13][C:14]([C:16]3[N:17]([CH3:21])[CH:18]=[CH:19][CH:20]=3)=[O:15])[CH:10]=[CH:11][CH:12]=2)[N:6]=1, predict the reactants needed to synthesize it. (6) Given the product [OH:14][CH:11]1[C:6]2=[C:5]3[C:10](=[CH:9][CH:8]=[CH:7]2)[C:1](=[O:16])[NH:2][C:3](=[O:15])[N:4]3[CH2:13][CH2:12]1, predict the reactants needed to synthesize it. The reactants are: [C:1]1(=[O:16])[C:10]2[C:5]3=[C:6]([C:11](=[O:14])[CH2:12][CH2:13][N:4]3[C:3](=[O:15])[NH:2]1)[CH:7]=[CH:8][CH:9]=2.CO.[BH4-].[Na+]. (7) Given the product [CH2:14]([N:21]1[CH2:11][C:5]2[C:4](=[CH:9][C:8]([Cl:10])=[CH:7][CH:6]=2)[C:3]1=[O:13])[C:15]1[CH:20]=[CH:19][CH:18]=[CH:17][CH:16]=1, predict the reactants needed to synthesize it. The reactants are: CO[C:3](=[O:13])[C:4]1[CH:9]=[C:8]([Cl:10])[CH:7]=[CH:6][C:5]=1[CH2:11]Br.[CH2:14]([NH2:21])[C:15]1[CH:20]=[CH:19][CH:18]=[CH:17][CH:16]=1.C([O-])([O-])=O.[K+].[K+].C(OCC)(=O)C. (8) Given the product [N+:14](/[C:17](/[CH2:18][CH2:19][CH2:20][CH2:21][CH2:22][CH3:23])=[CH:2]/[CH2:3][CH2:4][CH2:5][CH2:6][CH2:7][CH2:8][CH2:9][C:10]([OH:12])=[O:11])([O-:16])=[O:15], predict the reactants needed to synthesize it. The reactants are: O=[CH:2][CH2:3][CH2:4][CH2:5][CH2:6][CH2:7][CH2:8][CH2:9][C:10]([O:12]C)=[O:11].[N+:14]([CH2:17][CH2:18][CH2:19][CH2:20][CH2:21][CH2:22][CH3:23])([O-:16])=[O:15]. (9) Given the product [C:4]([O-:5])(=[O:3])[CH3:6].[C:56]([O:60][C:61]([NH:63][C:64]1[CH2:65][C:66]([C:86](=[O:102])[N:87]([CH2:91][CH2:92][CH2:93][O:94][Si:95]([C:98]([CH3:99])([CH3:101])[CH3:100])([CH3:96])[CH3:97])[CH2:88][CH2:89][CH3:90])=[CH:67][C:68]2[CH:74]=[CH:73][C:72]([C:75]3[CH:85]=[CH:84][C:78]([C:79]([O:81][CH2:82][CH3:83])=[O:80])=[CH:77][CH:76]=3)=[CH:71][C:69]=2[N:70]=1)=[O:62])([CH3:57])([CH3:58])[CH3:59], predict the reactants needed to synthesize it. The reactants are: C([O:3][C:4]([C:6]1C=CC(B(O)O)=CC=1)=[O:5])C.NC1CC(C(N(CCC)CCC)=O)=CC2C=CC(Br)=CC=2N=1.COC(C1C=CC(B(O)O)=CC=1)=O.C(=O)([O-])[O-].[K+].[K+].[C:56]([O:60][C:61]([NH:63][C:64]1[CH2:65][C:66]([C:86](=[O:102])[N:87]([CH2:91][CH2:92][CH2:93][O:94][Si:95]([C:98]([CH3:101])([CH3:100])[CH3:99])([CH3:97])[CH3:96])[CH2:88][CH2:89][CH3:90])=[CH:67][C:68]2[CH:74]=[CH:73][C:72]([C:75]3[CH:85]=[CH:84][C:78]([C:79]([O:81][CH2:82][CH3:83])=[O:80])=[CH:77][CH:76]=3)=[CH:71][C:69]=2[N:70]=1)=[O:62])([CH3:59])([CH3:58])[CH3:57]. (10) Given the product [CH3:13][N:5]1[C:6]([C:7]2[CH:12]=[CH:11][CH:10]=[CH:9][CH:8]=2)=[C:2]([C:32]#[C:31][C:25]2[CH:30]=[CH:29][CH:28]=[CH:27][CH:26]=2)[C:3]([N:14]2[C:22](=[O:23])[C:21]3[C:16](=[CH:17][CH:18]=[CH:19][CH:20]=3)[C:15]2=[O:24])=[N:4]1, predict the reactants needed to synthesize it. The reactants are: I[C:2]1[C:3]([N:14]2[C:22](=[O:23])[C:21]3[C:16](=[CH:17][CH:18]=[CH:19][CH:20]=3)[C:15]2=[O:24])=[N:4][N:5]([CH3:13])[C:6]=1[C:7]1[CH:12]=[CH:11][CH:10]=[CH:9][CH:8]=1.[C:25]1([C:31]#[CH:32])[CH:30]=[CH:29][CH:28]=[CH:27][CH:26]=1.C(N(CC)CC)C.CN(C=O)C.